Dataset: NCI-60 drug combinations with 297,098 pairs across 59 cell lines. Task: Regression. Given two drug SMILES strings and cell line genomic features, predict the synergy score measuring deviation from expected non-interaction effect. (1) Drug 1: CC1=C2C(C(=O)C3(C(CC4C(C3C(C(C2(C)C)(CC1OC(=O)C(C(C5=CC=CC=C5)NC(=O)OC(C)(C)C)O)O)OC(=O)C6=CC=CC=C6)(CO4)OC(=O)C)OC)C)OC. Drug 2: CCN(CC)CCNC(=O)C1=C(NC(=C1C)C=C2C3=C(C=CC(=C3)F)NC2=O)C. Cell line: T-47D. Synergy scores: CSS=25.4, Synergy_ZIP=3.14, Synergy_Bliss=2.06, Synergy_Loewe=-18.4, Synergy_HSA=0.662. (2) Drug 1: C1CCC(C1)C(CC#N)N2C=C(C=N2)C3=C4C=CNC4=NC=N3. Drug 2: C1=CC(=CC=C1CCCC(=O)O)N(CCCl)CCCl. Cell line: SW-620. Synergy scores: CSS=26.0, Synergy_ZIP=-9.14, Synergy_Bliss=-6.06, Synergy_Loewe=-10.5, Synergy_HSA=-6.29. (3) Drug 1: CC1C(C(CC(O1)OC2CC(CC3=C2C(=C4C(=C3O)C(=O)C5=C(C4=O)C(=CC=C5)OC)O)(C(=O)C)O)N)O.Cl. Drug 2: C1=CN(C=N1)CC(O)(P(=O)(O)O)P(=O)(O)O. Cell line: A549. Synergy scores: CSS=-1.64, Synergy_ZIP=-8.70, Synergy_Bliss=-20.6, Synergy_Loewe=-53.6, Synergy_HSA=-21.4. (4) Cell line: HCT-15. Drug 2: CN1CCC(CC1)COC2=C(C=C3C(=C2)N=CN=C3NC4=C(C=C(C=C4)Br)F)OC. Drug 1: CC1=C2C(C(=O)C3(C(CC4C(C3C(C(C2(C)C)(CC1OC(=O)C(C(C5=CC=CC=C5)NC(=O)OC(C)(C)C)O)O)OC(=O)C6=CC=CC=C6)(CO4)OC(=O)C)OC)C)OC. Synergy scores: CSS=70.5, Synergy_ZIP=11.1, Synergy_Bliss=11.9, Synergy_Loewe=-16.7, Synergy_HSA=14.8.